Dataset: Forward reaction prediction with 1.9M reactions from USPTO patents (1976-2016). Task: Predict the product of the given reaction. (1) Given the reactants [C:1]([O:5][C:6]([N:8]1[C:16]2[C:11](=[N:12][CH:13]=[C:14](Br)[CH:15]=2)[C:10]([CH3:19])([CH3:18])[CH2:9]1)=[O:7])([CH3:4])([CH3:3])[CH3:2].[Br-].[Li+].[Br-].[F:23][C:24]1[CH:31]=[C:30]([F:32])[CH:29]=[CH:28][C:25]=1[CH2:26][Zn+].C(O)(=O)CC(CC(O)=O)(C(O)=O)O, predict the reaction product. The product is: [C:1]([O:5][C:6]([N:8]1[C:16]2[C:11](=[N:12][CH:13]=[C:14]([CH2:26][C:25]3[CH:28]=[CH:29][C:30]([F:32])=[CH:31][C:24]=3[F:23])[CH:15]=2)[C:10]([CH3:19])([CH3:18])[CH2:9]1)=[O:7])([CH3:4])([CH3:3])[CH3:2]. (2) The product is: [CH3:21][C:17]1[CH:18]=[C:19]([CH3:20])[N:15]([C:4]2[CH:3]=[C:2]([O:1][CH:41]3[CH2:58][CH:57]4[CH:43]([C:44](=[O:64])[N:45]([CH3:63])[CH2:46][CH2:47][CH2:48][CH2:49][CH:50]=[CH:51][CH:52]5[C:54]([C:60]([OH:62])=[O:61])([NH:55][C:56]4=[O:59])[CH2:53]5)[CH2:42]3)[C:11]3[C:6](=[C:7]([CH3:14])[C:8]([O:12][CH3:13])=[CH:9][CH:10]=3)[N:5]=2)[N:16]=1. Given the reactants [OH:1][C:2]1[C:11]2[C:6](=[C:7]([CH3:14])[C:8]([O:12][CH3:13])=[CH:9][CH:10]=2)[N:5]=[C:4]([N:15]2[C:19]([CH3:20])=[CH:18][C:17]([CH3:21])=[N:16]2)[CH:3]=1.COC1C(C)=C2C(C(O[CH:41]3[CH2:58][CH:57]4[CH:43]([C:44](=[O:64])[N:45]([CH3:63])[CH2:46][CH2:47][CH2:48][CH2:49][CH:50]=[CH:51][CH:52]5[C:54]([C:60]([OH:62])=[O:61])([NH:55][C:56]4=[O:59])[CH2:53]5)[CH2:42]3)=CC(C3SC=CN=3)=N2)=CC=1, predict the reaction product. (3) Given the reactants Cl.[Cl:2][C:3]1[CH:4]=[CH:5][C:6]([S:11]([CH2:14][CH3:15])(=[O:13])=[O:12])=[C:7]([CH:10]=1)[CH2:8][NH2:9].[CH:16]([C:18]1[C:26]([C:27]([F:30])([F:29])[F:28])=[CH:25][C:21]([C:22](O)=[O:23])=[CH:20][C:19]=1[CH3:31])=[O:17].CC(OC(N1CCN(CC2C=CC(C([O-])=O)=CC=2C(F)(F)F)CC1)=O)(C)C, predict the reaction product. The product is: [Cl:2][C:3]1[CH:4]=[CH:5][C:6]([S:11]([CH2:14][CH3:15])(=[O:13])=[O:12])=[C:7]([CH2:8][NH:9][C:22](=[O:23])[C:21]2[CH:25]=[C:26]([C:27]([F:28])([F:29])[F:30])[C:18]([CH:16]=[O:17])=[C:19]([CH3:31])[CH:20]=2)[CH:10]=1. (4) Given the reactants [C:1]([C:4]1[N:8]([CH3:9])[N:7]=[CH:6][C:5]=1[C:10]([O:12]CC)=[O:11])(=[O:3])[NH2:2].[OH-].[Na+:16], predict the reaction product. The product is: [Na+:16].[C:1]([C:4]1[N:8]([CH3:9])[N:7]=[CH:6][C:5]=1[C:10]([O-:12])=[O:11])(=[O:3])[NH2:2]. (5) Given the reactants [C:1]([O:5][C:6]([N:8]([CH2:10][C:11]1[CH:12]=[CH:13][C:14]([NH:17][C:18]2[S:19][C:20]([S:23][C:24]3[CH:29]=[CH:28][N:27]=[C:26]([C:30]([OH:32])=O)[C:25]=3[F:33])=[CH:21][N:22]=2)=[N:15][CH:16]=1)[CH3:9])=[O:7])([CH3:4])([CH3:3])[CH3:2].[NH2:34][CH2:35][C:36]([C:41]1[CH:46]=[CH:45][CH:44]=[CH:43][CH:42]=1)([OH:40])[CH2:37][CH2:38][CH3:39].C1C=CC2N(O)N=NC=2C=1.CCN=C=NCCCN(C)C.C(N(C(C)C)CC)(C)C, predict the reaction product. The product is: [F:33][C:25]1[C:26]([C:30](=[O:32])[NH:34][CH2:35][C:36]([OH:40])([C:41]2[CH:42]=[CH:43][CH:44]=[CH:45][CH:46]=2)[CH2:37][CH2:38][CH3:39])=[N:27][CH:28]=[CH:29][C:24]=1[S:23][C:20]1[S:19][C:18]([NH:17][C:14]2[N:15]=[CH:16][C:11]([CH2:10][N:8]([CH3:9])[C:6](=[O:7])[O:5][C:1]([CH3:3])([CH3:2])[CH3:4])=[CH:12][CH:13]=2)=[N:22][CH:21]=1.